This data is from Catalyst prediction with 721,799 reactions and 888 catalyst types from USPTO. The task is: Predict which catalyst facilitates the given reaction. (1) Reactant: Br[C:2]1[CH:7]=[CH:6][CH:5]=[C:4]([CH2:8][N:9]2[CH2:14][CH2:13][CH2:12][CH2:11][CH2:10]2)[N:3]=1.[CH:15]([C:17]1[CH:22]=[CH:21][C:20](B(O)O)=[CH:19][CH:18]=1)=[O:16].C(=O)([O-])[O-].[K+].[K+]. Product: [N:9]1([CH2:8][C:4]2[N:3]=[C:2]([C:20]3[CH:21]=[CH:22][C:17]([CH:15]=[O:16])=[CH:18][CH:19]=3)[CH:7]=[CH:6][CH:5]=2)[CH2:14][CH2:13][CH2:12][CH2:11][CH2:10]1. The catalyst class is: 335. (2) Product: [Br:1][C:2]1[C:3]([C@H:10]([NH:20][C:21](=[O:36])[CH2:22][N:23]2[C:31]3[CH2:30][CH2:29][CH2:28][CH2:27][C:26]=3[C:25]([C:32]([F:35])([F:34])[F:33])=[N:24]2)[CH2:11][C:12]2[CH:17]=[C:16]([F:18])[CH:15]=[C:14]([F:19])[CH:13]=2)=[N:4][C:5]([S:8]([CH3:9])(=[O:45])=[O:48])=[N:6][CH:7]=1. Reactant: [Br:1][C:2]1[C:3]([C@H:10]([NH:20][C:21](=[O:36])[CH2:22][N:23]2[C:31]3[CH2:30][CH2:29][CH2:28][CH2:27][C:26]=3[C:25]([C:32]([F:35])([F:34])[F:33])=[N:24]2)[CH2:11][C:12]2[CH:17]=[C:16]([F:18])[CH:15]=[C:14]([F:19])[CH:13]=2)=[N:4][C:5]([S:8][CH3:9])=[N:6][CH:7]=1.C1C=C(Cl)C=C(C(OO)=[O:45])C=1.[OH2:48]. The catalyst class is: 4.